This data is from Catalyst prediction with 721,799 reactions and 888 catalyst types from USPTO. The task is: Predict which catalyst facilitates the given reaction. (1) Reactant: [F:1][C:2]1[CH:3]=[C:4]([NH:8][C:9]([NH:11][CH:12]2[CH2:17][CH2:16][NH:15][CH2:14][CH2:13]2)=[O:10])[CH:5]=[CH:6][CH:7]=1.C(N(CC)CC)C.[Cl:25][C:26]1[CH:31]=[CH:30][C:29]([S:32](Cl)(=[O:34])=[O:33])=[CH:28][CH:27]=1.O. Product: [Cl:25][C:26]1[CH:31]=[CH:30][C:29]([S:32]([N:15]2[CH2:16][CH2:17][CH:12]([NH:11][C:9]([NH:8][C:4]3[CH:5]=[CH:6][CH:7]=[C:2]([F:1])[CH:3]=3)=[O:10])[CH2:13][CH2:14]2)(=[O:34])=[O:33])=[CH:28][CH:27]=1. The catalyst class is: 2. (2) Reactant: [N+:1]([O-:4])([O-:3])=[O:2].[Rb+:5].O.O.O.O.O.O.O.O.O.[N+:15]([O-:18])([O-:17])=[O:16].[Al+3:19].[N+:20]([O-:23])([O-:22])=[O:21].[N+:24]([O-:27])([O-:26])=[O:25]. Product: [N+:1]([O-:4])([O-:3])=[O:2].[Al+3:19].[N+:15]([O-:18])([O-:17])=[O:16].[N+:20]([O-:23])([O-:22])=[O:21].[N+:24]([O-:27])([O-:26])=[O:25].[Rb+:5]. The catalyst class is: 6. (3) Reactant: [N:1]1([C@@H:7]2[CH2:11][CH2:10][N:9]([C:12]3[S:13][C:14]4[CH:20]=[C:19]([OH:21])[CH:18]=[CH:17][C:15]=4[N:16]=3)[CH2:8]2)[CH2:6][CH2:5][CH2:4][CH2:3][CH2:2]1.[H-].[Na+].C[Si]([N-][Si](C)(C)C)(C)C.[Na+].O1CCCC1.Cl[C:40]1[N:45]=[CH:44][C:43]([C:46]([NH:48][CH3:49])=[O:47])=[CH:42][CH:41]=1. Product: [CH3:49][NH:48][C:46](=[O:47])[C:43]1[CH:42]=[CH:41][C:40]([O:21][C:19]2[CH:18]=[CH:17][C:15]3[N:16]=[C:12]([N:9]4[CH2:10][CH2:11][C@@H:7]([N:1]5[CH2:6][CH2:5][CH2:4][CH2:3][CH2:2]5)[CH2:8]4)[S:13][C:14]=3[CH:20]=2)=[N:45][CH:44]=1. The catalyst class is: 9. (4) Reactant: [N:1]1([CH2:6][CH2:7][O:8][C:9]2[CH:18]=[C:17]3[C:12]([C:13](=O)[NH:14][CH:15]=[N:16]3)=[CH:11][C:10]=2[O:20][CH3:21])[CH:5]=[CH:4][N:3]=[CH:2]1.S(Cl)([Cl:24])=O.[H-].[Na+].[Br:28][C:29]1[CH:37]=[C:36]2[C:32]([CH2:33][C:34](=[O:38])[NH:35]2)=[CH:31][CH:30]=1.[Cl:39]C1C2C(=CC=CC=2)N=CN=1. Product: [ClH:24].[ClH:39].[Br:28][C:29]1[CH:37]=[C:36]2[C:32]([CH:33]([C:13]3[C:12]4[C:17](=[CH:18][C:9]([O:8][CH2:7][CH2:6][N:1]5[CH:5]=[CH:4][N:3]=[CH:2]5)=[C:10]([O:20][CH3:21])[CH:11]=4)[N:16]=[CH:15][N:14]=3)[C:34](=[O:38])[NH:35]2)=[CH:31][CH:30]=1. The catalyst class is: 9. (5) Reactant: [F:1][C:2]1([F:32])[CH:7]([O:8][C:9]([F:12])([F:11])[F:10])[CH2:6][CH2:5][N:4]([C:13]2[CH:18]=[C:17]([CH2:19][N:20]3C(=O)C4C(=CC=CC=4)C3=O)[C:16]([F:31])=[CH:15][N:14]=2)[CH2:3]1.O.NN. Product: [F:32][C:2]1([F:1])[CH:7]([O:8][C:9]([F:10])([F:11])[F:12])[CH2:6][CH2:5][N:4]([C:13]2[CH:18]=[C:17]([CH2:19][NH2:20])[C:16]([F:31])=[CH:15][N:14]=2)[CH2:3]1. The catalyst class is: 5. (6) Reactant: [I:1][C:2]1[CH:7]=[CH:6][C:5]([N+:8]([O-])=O)=[CH:4][C:3]=1[C:11]([F:14])([F:13])[F:12]. Product: [I:1][C:2]1[CH:7]=[CH:6][C:5]([NH2:8])=[CH:4][C:3]=1[C:11]([F:12])([F:13])[F:14]. The catalyst class is: 94. (7) Product: [NH:2]1[C:10]2[C:5](=[CH:6][C:7]([NH:11][C:12]3[C:21]4[C:16](=[CH:17][CH:18]=[C:19]([O:22][CH2:23][CH2:24][N:25]5[CH2:29][CH2:28][CH2:27][C:26]5=[O:30])[CH:20]=4)[N:15]=[C:14]([C:31]4[CH:32]=[C:33]([NH:37][C:38](=[O:42])[CH2:39][CH2:40][CH3:41])[CH:34]=[CH:35][CH:36]=4)[N:13]=3)=[CH:8][CH:9]=2)[CH:4]=[N:3]1. Reactant: Cl.[NH:2]1[C:10]2[C:5](=[CH:6][C:7]([NH:11][C:12]3[C:21]4[C:16](=[CH:17][CH:18]=[C:19]([O:22][CH2:23][CH2:24][N:25]5[CH2:29][CH2:28][CH2:27][C:26]5=[O:30])[CH:20]=4)[N:15]=[C:14]([C:31]4[CH:32]=[C:33]([NH:37][C:38](=[O:42])[CH2:39][CH2:40][CH3:41])[CH:34]=[CH:35][CH:36]=4)[N:13]=3)=[CH:8][CH:9]=2)[CH:4]=[N:3]1. The catalyst class is: 33. (8) Reactant: Br[C:2]1[CH:3]=[CH:4][C:5](=[O:13])[N:6]([CH2:8][C:9]([OH:12])([CH3:11])[CH3:10])[CH:7]=1.[B:14]1([B:14]2[O:18][C:17]([CH3:20])([CH3:19])[C:16]([CH3:22])([CH3:21])[O:15]2)[O:18][C:17]([CH3:20])([CH3:19])[C:16]([CH3:22])([CH3:21])[O:15]1.C([O-])(=O)C.[K+]. Product: [OH:12][C:9]([CH3:11])([CH3:10])[CH2:8][N:6]1[CH:7]=[C:2]([B:14]2[O:18][C:17]([CH3:20])([CH3:19])[C:16]([CH3:22])([CH3:21])[O:15]2)[CH:3]=[CH:4][C:5]1=[O:13]. The catalyst class is: 462. (9) Reactant: [OH:1][C@@H:2]1[CH2:6][CH2:5][N:4]([C:7]([O:9][C:10]([CH3:13])([CH3:12])[CH3:11])=[O:8])[CH2:3]1.C(N(CC)CC)C.[CH3:21][S:22](Cl)(=[O:24])=[O:23].O. Product: [CH3:21][S:22]([O:1][C@@H:2]1[CH2:6][CH2:5][N:4]([C:7]([O:9][C:10]([CH3:13])([CH3:12])[CH3:11])=[O:8])[CH2:3]1)(=[O:24])=[O:23]. The catalyst class is: 2. (10) Reactant: [CH3:1][C:2]1([S:12]([C:15]2[CH:20]=[CH:19][CH:18]=[C:17]([C:21]([F:24])([F:23])[F:22])[CH:16]=2)(=[O:14])=[O:13])[CH2:7][CH2:6][O:5][CH:4]([C:8]([NH:10][NH2:11])=[O:9])[CH2:3]1.[F:25][CH:26]([F:35])[C:27](O[C:27](=[O:28])[CH:26]([F:35])[F:25])=[O:28]. Product: [F:25][CH:26]([F:35])[C:27]([NH:11][NH:10][C:8]([CH:4]1[CH2:3][C:2]([CH3:1])([S:12]([C:15]2[CH:20]=[CH:19][CH:18]=[C:17]([C:21]([F:22])([F:24])[F:23])[CH:16]=2)(=[O:13])=[O:14])[CH2:7][CH2:6][O:5]1)=[O:9])=[O:28]. The catalyst class is: 64.